This data is from Catalyst prediction with 721,799 reactions and 888 catalyst types from USPTO. The task is: Predict which catalyst facilitates the given reaction. Reactant: [I:1][Si](C)(C)C.COC([N:10]1[CH2:15][CH2:14][CH2:13][CH:12]([N:16]2[C:25]3[CH:24]=[CH:23][CH:22]=[C:21]([Cl:26])[C:20]=3[C:19]3=[N:27][O:28][C:29]([CH3:30])=[C:18]3[C:17]2=[O:31])[CH2:11]1)=O.CO.C(OCC)C. Product: [IH:1].[Cl:26][C:21]1[C:20]2[C:19]3[C:18](=[C:29]([CH3:30])[O:28][N:27]=3)[C:17](=[O:31])[N:16]([CH:12]3[CH2:13][CH2:14][CH2:15][NH:10][CH2:11]3)[C:25]=2[CH:24]=[CH:23][CH:22]=1. The catalyst class is: 4.